Dataset: Full USPTO retrosynthesis dataset with 1.9M reactions from patents (1976-2016). Task: Predict the reactants needed to synthesize the given product. (1) Given the product [CH2:1]([O:8][CH:9]1[CH2:10][CH:11]([C:13]([O:15][CH3:16])=[O:14])[CH2:12]1)[C:2]1[CH:7]=[CH:6][CH:5]=[CH:4][CH:3]=1, predict the reactants needed to synthesize it. The reactants are: [CH2:1]([O:8][CH:9]1[CH2:12][CH:11]([C:13]([OH:15])=[O:14])[CH2:10]1)[C:2]1[CH:7]=[CH:6][CH:5]=[CH:4][CH:3]=1.[CH3:16][Si](C)(C)C=[N+]=[N-]. (2) Given the product [CH:8]1([CH2:7][C@H:6]([NH:5][C:3](=[O:4])[C@@H:2]([NH:1][S:55]([C:52]2[CH:53]=[N:54][C:49]([O:42][C:43]3[CH:48]=[CH:47][CH:46]=[CH:45][CH:44]=3)=[CH:50][CH:51]=2)(=[O:56])=[O:57])[CH2:25][C:26]2[CH:27]=[CH:28][CH:29]=[CH:30][CH:31]=2)[B:12]2[O:16][C@@H:15]3[CH2:17][C@@H:18]4[CH2:21][C@H:20]([C@:14]3([CH3:24])[O:13]2)[C:19]4([CH3:23])[CH3:22])[CH2:11][CH2:10][CH2:9]1, predict the reactants needed to synthesize it. The reactants are: [NH2:1][C@@H:2]([CH2:25][C:26]1[CH:31]=[CH:30][CH:29]=[CH:28][CH:27]=1)[C:3]([NH:5][C@H:6]([B:12]1[O:16][C@@H:15]2[CH2:17][C@@H:18]3[CH2:21][C@H:20]([C@:14]2([CH3:24])[O:13]1)[C:19]3([CH3:23])[CH3:22])[CH2:7][CH:8]1[CH2:11][CH2:10][CH2:9]1)=[O:4].Cl.C(N(CC)C(C)C)(C)C.[O:42]([C:49]1[N:54]=[CH:53][C:52]([S:55](Cl)(=[O:57])=[O:56])=[CH:51][CH:50]=1)[C:43]1[CH:48]=[CH:47][CH:46]=[CH:45][CH:44]=1. (3) Given the product [Cl:1][C:2]1[CH:3]=[C:4]([C:12]2[O:16][N:15]=[C:14]([C:17]3[CH:18]=[CH:19][CH:20]=[C:21]4[C:25]=3[N:24]([CH3:26])[CH:23]=[C:22]4[CH2:27][CH2:28][CH2:29][O:30][CH2:31][C:32]([OH:34])=[O:33])[N:13]=2)[CH:5]=[CH:6][C:7]=1[O:8][CH:9]([CH3:10])[CH3:11], predict the reactants needed to synthesize it. The reactants are: [Cl:1][C:2]1[CH:3]=[C:4]([C:12]2[O:16][N:15]=[C:14]([C:17]3[CH:18]=[CH:19][CH:20]=[C:21]4[C:25]=3[N:24]([CH3:26])[CH:23]=[C:22]4[CH2:27][CH2:28][CH2:29][O:30][CH2:31][C:32]([O:34]CC)=[O:33])[N:13]=2)[CH:5]=[CH:6][C:7]=1[O:8][CH:9]([CH3:11])[CH3:10].[OH-].[Na+].Cl. (4) Given the product [NH2:12][C:2]1[N:10]=[C:9]([F:11])[CH:8]=[CH:7][C:3]=1[C:4]([OH:6])=[O:5], predict the reactants needed to synthesize it. The reactants are: F[C:2]1[N:10]=[C:9]([F:11])[CH:8]=[CH:7][C:3]=1[C:4]([OH:6])=[O:5].[NH3:12]. (5) Given the product [CH:27]1([C@H:25]([N:7]([CH2:6][C:4]2[N:3]=[N:2][N:1]([CH3:31])[CH:5]=2)[C:8](=[O:24])[O:9][CH2:10][CH:11]2[C:12]3[CH:13]=[CH:14][CH:15]=[CH:16][C:17]=3[C:18]3[C:23]2=[CH:22][CH:21]=[CH:20][CH:19]=3)[CH3:26])[CH2:28][CH2:29][CH2:30]1, predict the reactants needed to synthesize it. The reactants are: [NH:1]1[CH:5]=[C:4]([CH2:6][N:7]([C@@H:25]([CH:27]2[CH2:30][CH2:29][CH2:28]2)[CH3:26])[C:8](=[O:24])[O:9][CH2:10][CH:11]2[C:23]3[CH:22]=[CH:21][CH:20]=[CH:19][C:18]=3[C:17]3[C:12]2=[CH:13][CH:14]=[CH:15][CH:16]=3)[N:3]=[N:2]1.[C:31]([O-])([O-])=O.[K+].[K+].CI. (6) Given the product [Cl:5][C:6]1[N:11]=[CH:10][C:9]([O:12][CH2:13][CH:14]2[CH2:19][CH2:18][N:17]([CH2:24][C:22]([OH:23])([CH2:25][CH3:26])[CH2:20][CH3:21])[CH2:16][CH2:15]2)=[CH:8][N:7]=1, predict the reactants needed to synthesize it. The reactants are: CCO.Cl.[Cl:5][C:6]1[N:11]=[CH:10][C:9]([O:12][CH2:13][CH:14]2[CH2:19][CH2:18][NH:17][CH2:16][CH2:15]2)=[CH:8][N:7]=1.[CH2:20]([C:22]1([CH2:25][CH3:26])[CH2:24][O:23]1)[CH3:21].C([O-])([O-])=O.[K+].[K+]. (7) Given the product [C:32]([N:27]1[CH2:28][CH2:29][CH2:30][C@@H:26]1[CH2:25][O:24][C:18]1[CH:17]=[C:16]2[C:21]([C:12]([O:11][C:10]3[C:2]([F:1])=[C:3]4[C:7](=[CH:8][CH:9]=3)[NH:6][C:5]([CH3:31])=[CH:4]4)=[N:13][CH:14]=[N:15]2)=[CH:20][C:19]=1[O:22][CH3:23])(=[O:34])[CH3:33], predict the reactants needed to synthesize it. The reactants are: [F:1][C:2]1[C:10]([O:11][C:12]2[C:21]3[C:16](=[CH:17][C:18]([O:24][CH2:25][C@H:26]4[CH2:30][CH2:29][CH2:28][NH:27]4)=[C:19]([O:22][CH3:23])[CH:20]=3)[N:15]=[CH:14][N:13]=2)=[CH:9][CH:8]=[C:7]2[C:3]=1[CH:4]=[C:5]([CH3:31])[NH:6]2.[C:32](Cl)(=[O:34])[CH3:33]. (8) Given the product [Cl:16][C:11]1[CH:10]=[C:9]([NH:8][C:5]2[N:4]=[C:3]([N:17]3[C:21]([CH3:22])=[CH:20][C:19]([CH3:23])=[N:18]3)[C:2]([C:32]3[CH:31]=[C:30](/[CH:29]=[CH:28]/[C:27]([O:26][CH2:24][CH3:25])=[O:39])[CH:35]=[CH:34][CH:33]=3)=[CH:7][N:6]=2)[CH:14]=[CH:13][C:12]=1[F:15], predict the reactants needed to synthesize it. The reactants are: Br[C:2]1[C:3]([N:17]2[C:21]([CH3:22])=[CH:20][C:19]([CH3:23])=[N:18]2)=[N:4][C:5]([NH:8][C:9]2[CH:14]=[CH:13][C:12]([F:15])=[C:11]([Cl:16])[CH:10]=2)=[N:6][CH:7]=1.[CH2:24]([O:26][C:27](=[O:39])/[CH:28]=[CH:29]/[C:30]1[CH:31]=[C:32](B(O)O)[CH:33]=[CH:34][CH:35]=1)[CH3:25].C(Cl)Cl.C(=O)([O-])[O-].[Na+].[Na+]. (9) Given the product [NH2:1][C:2]1[CH:10]=[CH:9][C:5]([C:6]([N:29]2[CH2:28][CH2:27][N:26]([CH2:25][C:21]3[CH:20]=[C:19]([CH:24]=[CH:23][CH:22]=3)[C:18]([NH:17][C:13]([CH3:15])([CH3:16])[CH3:14])=[O:32])[CH2:31][CH2:30]2)=[O:8])=[C:4]([Cl:11])[C:3]=1[F:12], predict the reactants needed to synthesize it. The reactants are: [NH2:1][C:2]1[CH:10]=[CH:9][C:5]([C:6]([OH:8])=O)=[C:4]([Cl:11])[C:3]=1[F:12].[C:13]([NH:17][C:18](=[O:32])[C:19]1[CH:24]=[CH:23][CH:22]=[C:21]([CH2:25][N:26]2[CH2:31][CH2:30][NH:29][CH2:28][CH2:27]2)[CH:20]=1)([CH3:16])([CH3:15])[CH3:14].C(N(CC)CC)C.CCCP1(OP(CCC)(=O)OP(CCC)(=O)O1)=O. (10) Given the product [CH2:21]([C:16]1[CH:15]=[C:14]([C:12]2[O:11][N:10]=[C:9]([C:7]3[CH:6]=[C:5]([CH3:23])[C:4]([O:24][CH2:47][C@H:45]4[CH2:44][O:46]4)=[C:3]([CH2:1][CH3:2])[CH:8]=3)[N:13]=2)[CH:19]=[C:18]([CH3:20])[N:17]=1)[CH3:22], predict the reactants needed to synthesize it. The reactants are: [CH2:1]([C:3]1[CH:8]=[C:7]([C:9]2[N:13]=[C:12]([C:14]3[CH:19]=[C:18]([CH3:20])[N:17]=[C:16]([CH2:21][CH3:22])[CH:15]=3)[O:11][N:10]=2)[CH:6]=[C:5]([CH3:23])[C:4]=1[OH:24])[CH3:2].C1C=CC(P(C2C=CC=CC=2)C2C=CC=CC=2)=CC=1.[CH2:44]1[O:46][C@H:45]1[CH2:47]O.CCOC(/N=N/C(OCC)=O)=O.